Predict which catalyst facilitates the given reaction. From a dataset of Catalyst prediction with 721,799 reactions and 888 catalyst types from USPTO. (1) The catalyst class is: 2. Reactant: C(O)(C(F)(F)F)=O.[C:8]([C:10]1[CH:11]=[C:12]([NH:29][C:30]2[CH:35]=[C:34]([O:36][C:37]3[C:46]4[C:41](=[CH:42][CH:43]=[CH:44][CH:45]=4)[C:40]([NH:47]C(=O)OC(C)(C)C)=[CH:39][CH:38]=3)[CH:33]=[CH:32][N:31]=2)[CH:13]=[C:14]([C:16](=[O:28])[NH:17][CH2:18][CH2:19][O:20][CH2:21][CH2:22][O:23][CH2:24][CH2:25][O:26][CH3:27])[CH:15]=1)#[CH:9]. Product: [NH2:47][C:40]1[C:41]2[C:46](=[CH:45][CH:44]=[CH:43][CH:42]=2)[C:37]([O:36][C:34]2[CH:33]=[CH:32][N:31]=[C:30]([NH:29][C:12]3[CH:13]=[C:14]([CH:15]=[C:10]([C:8]#[CH:9])[CH:11]=3)[C:16]([NH:17][CH2:18][CH2:19][O:20][CH2:21][CH2:22][O:23][CH2:24][CH2:25][O:26][CH3:27])=[O:28])[CH:35]=2)=[CH:38][CH:39]=1. (2) Reactant: [CH:1]1([C:4]2[N:8]=[C:7]([C:9]3[C:10]4[CH2:19][CH2:18][CH2:17][C:11]=4[S:12][C:13]=3[N:14]=[C:15]=[O:16])[O:6][N:5]=2)[CH2:3][CH2:2]1.[NH:20]1[CH2:27][CH2:26][CH2:25][C@@H:21]1[C:22]([OH:24])=[O:23]. Product: [CH:1]1([C:4]2[N:8]=[C:7]([C:9]3[C:10]4[CH2:19][CH2:18][CH2:17][C:11]=4[S:12][C:13]=3[NH:14][C:15]([N:20]3[CH2:27][CH2:26][CH2:25][C@@H:21]3[C:22]([OH:24])=[O:23])=[O:16])[O:6][N:5]=2)[CH2:2][CH2:3]1. The catalyst class is: 61. (3) Reactant: [NH2:1][CH:2]([C:9]([NH:11][NH:12][C:13]([C:15]1[NH:16][C:17]2[C:22]([CH:23]=1)=[CH:21][C:20]([Cl:24])=[CH:19][CH:18]=2)=[O:14])=[O:10])[C:3]1[CH:8]=[CH:7][CH:6]=[CH:5][CH:4]=1.[C:25](N1C=CN=C1)(N1C=CN=C1)=[O:26].C(O)(=O)CC(CC(O)=O)(C(O)=O)O. Product: [O:26]=[C:25]1[N:11]([NH:12][C:13]([C:15]2[NH:16][C:17]3[C:22]([CH:23]=2)=[CH:21][C:20]([Cl:24])=[CH:19][CH:18]=3)=[O:14])[C:9](=[O:10])[CH:2]([C:3]2[CH:8]=[CH:7][CH:6]=[CH:5][CH:4]=2)[NH:1]1. The catalyst class is: 1. (4) Reactant: [CH2:1]=[C:2]1[CH2:7][CH2:6][CH:5]([C:8]([O:10][CH2:11][CH3:12])=[O:9])[CH2:4][CH2:3]1.[Cl:13][C:14](Cl)([Cl:18])[C:15](Cl)=[O:16]. The catalyst class is: 28. Product: [Cl:13][C:14]1([Cl:18])[C:2]2([CH2:3][CH2:4][CH:5]([C:8]([O:10][CH2:11][CH3:12])=[O:9])[CH2:6][CH2:7]2)[CH2:1][C:15]1=[O:16]. (5) Reactant: [OH-].[K+].[CH3:3][C:4](=[O:9])[CH2:5][C:6](=[O:8])[CH3:7].O1CCOCC1.[CH2:16]([O:18][C:19](=[O:22])[CH2:20]Br)[CH3:17]. Product: [CH2:16]([O:18][C:19](=[O:22])[CH2:20][CH:5]([C:4](=[O:9])[CH3:3])[C:6](=[O:8])[CH3:7])[CH3:17]. The catalyst class is: 6. (6) Reactant: [CH3:1][C:2]([CH3:26])([CH3:25])[CH2:3][CH2:4][N:5]1[C:9]2[N:10]=[C:11]([C:14]#[N:15])[N:12]=[CH:13][C:8]=2[CH:7]=[C:6]1[CH2:16][C:17]1[CH:22]=[CH:21][CH:20]=[C:19]([CH:23]=[O:24])[CH:18]=1.[O-:27]Cl=O.[Na+].NS(O)(=O)=O. Product: [C:14]([C:11]1[N:12]=[CH:13][C:8]2[CH:7]=[C:6]([CH2:16][C:17]3[CH:18]=[C:19]([CH:20]=[CH:21][CH:22]=3)[C:23]([OH:27])=[O:24])[N:5]([CH2:4][CH2:3][C:2]([CH3:26])([CH3:25])[CH3:1])[C:9]=2[N:10]=1)#[N:15]. The catalyst class is: 20. (7) Reactant: O.[CH3:2][C:3]1[C:4]([CH2:15][S:16][C:17]2[NH:21][C:20]3[CH:22]=[CH:23][CH:24]=[CH:25][C:19]=3[N:18]=2)=[N:5][CH:6]=[CH:7][C:8]=1[O:9][CH2:10][C:11]([F:14])([F:13])[F:12].ClC1C=CC=C(C(OO)=[O:34])C=1.C(N(CC)CC)C.O.O.O.O.O.S([O-])([O-])(=O)=S.[Na+].[Na+]. Product: [CH3:2][C:3]1[C:4]([CH2:15][S:16]([C:17]2[NH:18][C:19]3[CH:25]=[CH:24][CH:23]=[CH:22][C:20]=3[N:21]=2)=[O:34])=[N:5][CH:6]=[CH:7][C:8]=1[O:9][CH2:10][C:11]([F:13])([F:12])[F:14]. The catalyst class is: 264.